Dataset: NCI-60 drug combinations with 297,098 pairs across 59 cell lines. Task: Regression. Given two drug SMILES strings and cell line genomic features, predict the synergy score measuring deviation from expected non-interaction effect. (1) Drug 2: CC(CN1CC(=O)NC(=O)C1)N2CC(=O)NC(=O)C2. Cell line: MALME-3M. Drug 1: CCCS(=O)(=O)NC1=C(C(=C(C=C1)F)C(=O)C2=CNC3=C2C=C(C=N3)C4=CC=C(C=C4)Cl)F. Synergy scores: CSS=58.1, Synergy_ZIP=4.35, Synergy_Bliss=5.38, Synergy_Loewe=-13.2, Synergy_HSA=6.62. (2) Drug 1: CN(CC1=CN=C2C(=N1)C(=NC(=N2)N)N)C3=CC=C(C=C3)C(=O)NC(CCC(=O)O)C(=O)O. Drug 2: CC1CCC2CC(C(=CC=CC=CC(CC(C(=O)C(C(C(=CC(C(=O)CC(OC(=O)C3CCCCN3C(=O)C(=O)C1(O2)O)C(C)CC4CCC(C(C4)OC)O)C)C)O)OC)C)C)C)OC. Cell line: DU-145. Synergy scores: CSS=23.7, Synergy_ZIP=-2.31, Synergy_Bliss=-0.717, Synergy_Loewe=0.850, Synergy_HSA=1.63. (3) Drug 1: CC1=C(C=C(C=C1)NC2=NC=CC(=N2)N(C)C3=CC4=NN(C(=C4C=C3)C)C)S(=O)(=O)N.Cl. Drug 2: C1CN(CCN1C(=O)CCBr)C(=O)CCBr. Cell line: SK-OV-3. Synergy scores: CSS=5.95, Synergy_ZIP=-0.371, Synergy_Bliss=4.06, Synergy_Loewe=0.506, Synergy_HSA=2.20. (4) Drug 1: C1CCC(CC1)NC(=O)N(CCCl)N=O. Drug 2: CC1=C(C(=CC=C1)Cl)NC(=O)C2=CN=C(S2)NC3=CC(=NC(=N3)C)N4CCN(CC4)CCO. Cell line: OVCAR-8. Synergy scores: CSS=43.2, Synergy_ZIP=-6.81, Synergy_Bliss=0.755, Synergy_Loewe=2.45, Synergy_HSA=2.43. (5) Drug 1: C1=NC(=NC(=O)N1C2C(C(C(O2)CO)O)O)N. Drug 2: CCC1(C2=C(COC1=O)C(=O)N3CC4=CC5=C(C=CC(=C5CN(C)C)O)N=C4C3=C2)O.Cl. Cell line: SR. Synergy scores: CSS=80.8, Synergy_ZIP=3.23, Synergy_Bliss=3.77, Synergy_Loewe=6.60, Synergy_HSA=8.21. (6) Drug 1: CN(CC1=CN=C2C(=N1)C(=NC(=N2)N)N)C3=CC=C(C=C3)C(=O)NC(CCC(=O)O)C(=O)O. Drug 2: C1CN1P(=S)(N2CC2)N3CC3. Cell line: DU-145. Synergy scores: CSS=35.5, Synergy_ZIP=-8.29, Synergy_Bliss=-7.93, Synergy_Loewe=-8.46, Synergy_HSA=-4.93. (7) Synergy scores: CSS=53.8, Synergy_ZIP=8.63, Synergy_Bliss=6.42, Synergy_Loewe=-47.9, Synergy_HSA=3.54. Drug 2: C1C(C(OC1N2C=C(C(=O)NC2=O)F)CO)O. Drug 1: CC1=CC2C(CCC3(C2CCC3(C(=O)C)OC(=O)C)C)C4(C1=CC(=O)CC4)C. Cell line: TK-10. (8) Drug 1: CC1OCC2C(O1)C(C(C(O2)OC3C4COC(=O)C4C(C5=CC6=C(C=C35)OCO6)C7=CC(=C(C(=C7)OC)O)OC)O)O. Drug 2: CN1C2=C(C=C(C=C2)N(CCCl)CCCl)N=C1CCCC(=O)O.Cl. Cell line: NCI-H522. Synergy scores: CSS=30.5, Synergy_ZIP=-9.68, Synergy_Bliss=-1.85, Synergy_Loewe=0.593, Synergy_HSA=2.36. (9) Drug 1: C1=NC(=NC(=O)N1C2C(C(C(O2)CO)O)O)N. Drug 2: C1C(C(OC1N2C=NC(=NC2=O)N)CO)O. Cell line: DU-145. Synergy scores: CSS=29.3, Synergy_ZIP=-9.65, Synergy_Bliss=-7.57, Synergy_Loewe=-1.42, Synergy_HSA=-0.428.